Dataset: Forward reaction prediction with 1.9M reactions from USPTO patents (1976-2016). Task: Predict the product of the given reaction. (1) Given the reactants [C:1]1([CH3:19])[CH:6]=[CH:5][C:4](/[CH:7]=[CH:8]/[C:9]2[CH:14]=[CH:13][N:12]=[C:11]([NH:15][C:16]([NH2:18])=[O:17])[CH:10]=2)=[CH:3][CH:2]=1.[OH:20][CH:21]([C:33]1[CH:38]=[CH:37][C:36]([CH3:39])=[CH:35][CH:34]=1)[CH2:22][C:23]1[CH:28]=[CH:27][N:26]=[C:25]([NH:29][C:30]([NH2:32])=[O:31])[CH:24]=1, predict the reaction product. The product is: [C:1]1([CH3:19])[CH:2]=[CH:3][C:4]([CH2:7][CH2:8][C:9]2[CH:14]=[CH:13][N:12]=[C:11]([NH:15][C:16]([NH2:18])=[O:17])[CH:10]=2)=[CH:5][CH:6]=1.[OH:20][CH:21]([C:33]1[CH:34]=[CH:35][C:36]([CH3:39])=[CH:37][CH:38]=1)[CH2:22][C:23]1[CH:28]=[CH:27][N:26]=[C:25]([NH:29][C:30]([NH2:32])=[O:31])[CH:24]=1. (2) The product is: [Cl:1][C:2]1[CH:3]=[C:4]([CH:9]2[C:18]3[C:13](=[CH:14][C:15]([N+:28]([O-:30])=[O:29])=[CH:16][CH:17]=3)[C:12](=[O:19])[CH2:11][CH2:10]2)[CH:5]=[CH:6][C:7]=1[Cl:8]. Given the reactants [Cl:1][C:2]1[CH:3]=[C:4]([CH:9]2[C:18]3[C:13](=[CH:14][CH:15]=[CH:16][CH:17]=3)[C:12](=[O:19])[CH2:11][CH2:10]2)[CH:5]=[CH:6][C:7]=1[Cl:8].FC(F)(F)S(O)(=O)=O.[N+:28]([O-])([O-:30])=[O:29].[K+].N, predict the reaction product.